The task is: Regression. Given two drug SMILES strings and cell line genomic features, predict the synergy score measuring deviation from expected non-interaction effect.. This data is from NCI-60 drug combinations with 297,098 pairs across 59 cell lines. Drug 1: COC1=CC(=CC(=C1O)OC)C2C3C(COC3=O)C(C4=CC5=C(C=C24)OCO5)OC6C(C(C7C(O6)COC(O7)C8=CC=CS8)O)O. Drug 2: C1=NC2=C(N=C(N=C2N1C3C(C(C(O3)CO)O)O)F)N. Cell line: NCI-H226. Synergy scores: CSS=22.4, Synergy_ZIP=-5.19, Synergy_Bliss=2.81, Synergy_Loewe=-18.5, Synergy_HSA=0.781.